Dataset: Full USPTO retrosynthesis dataset with 1.9M reactions from patents (1976-2016). Task: Predict the reactants needed to synthesize the given product. Given the product [Cl:21][C:15]1[CH:14]=[C:13]2[C:18]([C:19](=[O:20])[C:10]([CH2:9][NH:8][C:6](=[O:7])[C:5]3[CH:28]=[CH:29][C:2]([N:30]4[CH2:35][CH2:34][S:33](=[O:37])(=[O:36])[CH2:32][CH2:31]4)=[N:3][CH:4]=3)=[CH:11][N:12]2[C:22]2[CH:23]=[CH:24][CH:25]=[CH:26][CH:27]=2)=[CH:17][CH:16]=1, predict the reactants needed to synthesize it. The reactants are: Cl[C:2]1[CH:29]=[CH:28][C:5]([C:6]([NH:8][CH2:9][C:10]2[C:19](=[O:20])[C:18]3[C:13](=[CH:14][C:15]([Cl:21])=[CH:16][CH:17]=3)[N:12]([C:22]3[CH:27]=[CH:26][CH:25]=[CH:24][CH:23]=3)[CH:11]=2)=[O:7])=[CH:4][N:3]=1.[NH:30]1[CH2:35][CH2:34][S:33](=[O:37])(=[O:36])[CH2:32][CH2:31]1.